Dataset: Catalyst prediction with 721,799 reactions and 888 catalyst types from USPTO. Task: Predict which catalyst facilitates the given reaction. (1) Reactant: [N+:1]([C:4]1[CH:11]=[CH:10][CH:9]=[CH:8][C:5]=1[CH2:6]Cl)([O-:3])=[O:2].[CH3:12][CH:13]([S-:15])[CH3:14].[Na+]. Product: [CH:13]([S:15][CH2:6][C:5]1[CH:8]=[CH:9][CH:10]=[CH:11][C:4]=1[N+:1]([O-:3])=[O:2])([CH3:14])[CH3:12]. The catalyst class is: 10. (2) Reactant: [F:1][C:2]1[CH:7]=[CH:6][C:5]([CH3:8])=[CH:4][C:3]=1[O:9][CH3:10].C([Li])(CC)C.[CH3:16][S:17]SC. Product: [F:1][C:2]1[C:7]([S:17][CH3:16])=[CH:6][C:5]([CH3:8])=[CH:4][C:3]=1[O:9][CH3:10]. The catalyst class is: 1. (3) Reactant: [CH3:1][CH:2]1[CH:7]([CH3:8])[NH:6][CH2:5][CH2:4][N:3]1[C:9]([O:11][CH2:12][C:13]1[CH:18]=[CH:17][CH:16]=[CH:15][CH:14]=1)=[O:10].C=O.[C:21](O[BH-](OC(=O)C)OC(=O)C)(=O)C.[Na+]. Product: [CH3:1][CH:2]1[CH:7]([CH3:8])[N:6]([CH3:21])[CH2:5][CH2:4][N:3]1[C:9]([O:11][CH2:12][C:13]1[CH:18]=[CH:17][CH:16]=[CH:15][CH:14]=1)=[O:10]. The catalyst class is: 4. (4) Reactant: FC(F)(F)C(O)=O.[Cl:8][C:9]1[C:10]([F:38])=[C:11]([CH:15]2[C:19]([C:22]3[CH:27]=[CH:26][C:25]([Cl:28])=[CH:24][C:23]=3[F:29])([C:20]#[N:21])[CH:18]([CH2:30][C:31]([CH3:34])([CH3:33])[CH3:32])[NH:17][CH:16]2[C:35](O)=[O:36])[CH:12]=[CH:13][CH:14]=1.[NH2:39][C:40]1[CH:45]=[CH:44][N:43]([CH3:46])[C:42](=[O:47])[CH:41]=1.CN(C(ON1N=NC2C=CC=NC1=2)=[N+](C)C)C.F[P-](F)(F)(F)(F)F.CCN(C(C)C)C(C)C. Product: [CH3:46][N:43]1[CH:44]=[CH:45][C:40]([NH:39][C:35]([CH:16]2[CH:15]([C:11]3[CH:12]=[CH:13][CH:14]=[C:9]([Cl:8])[C:10]=3[F:38])[C:19]([C:22]3[CH:27]=[CH:26][C:25]([Cl:28])=[CH:24][C:23]=3[F:29])([C:20]#[N:21])[CH:18]([CH2:30][C:31]([CH3:34])([CH3:33])[CH3:32])[NH:17]2)=[O:36])=[CH:41][C:42]1=[O:47]. The catalyst class is: 2. (5) Reactant: [F:8][C:7]([F:10])([F:9])[C:6](O[C:6](=[O:11])[C:7]([F:10])([F:9])[F:8])=[O:11].[CH2:14]([C:21]1[CH:26]=[C:25]([Cl:27])[CH:24]=[CH:23][C:22]=1[NH2:28])[C:15]1[CH:20]=[CH:19][CH:18]=[CH:17][CH:16]=1.ClCCl.O. Product: [CH2:14]([C:21]1[CH:26]=[C:25]([Cl:27])[CH:24]=[CH:23][C:22]=1[NH:28][C:6](=[O:11])[C:7]([F:8])([F:9])[F:10])[C:15]1[CH:16]=[CH:17][CH:18]=[CH:19][CH:20]=1. The catalyst class is: 26. (6) Reactant: C([O:3][C:4](=[O:29])[CH2:5][S:6][C:7]1[S:11][C:10]([NH:12][C:13]([N:15]([CH:24]2[CH2:28][CH2:27][CH2:26][CH2:25]2)[C@H:16]2[CH2:21][CH2:20][C@H:19]([O:22][CH3:23])[CH2:18][CH2:17]2)=[O:14])=[N:9][CH:8]=1)C.[OH-].[Na+]. Product: [CH:24]1([N:15]([C@H:16]2[CH2:17][CH2:18][C@H:19]([O:22][CH3:23])[CH2:20][CH2:21]2)[C:13](=[O:14])[NH:12][C:10]2[S:11][C:7]([S:6][CH2:5][C:4]([OH:29])=[O:3])=[CH:8][N:9]=2)[CH2:25][CH2:26][CH2:27][CH2:28]1. The catalyst class is: 10. (7) Reactant: [O:1]=[C:2]1[CH2:7][NH:6][C:5](=[O:8])[CH2:4][N:3]1[C:9]1[CH:10]=[N:11][N:12]2[CH2:17][CH:16]([CH3:18])[N:15](C(OC(C)(C)C)=O)[CH2:14][C:13]=12.FC(F)(F)C(O)=O.CCN(C(C)C)C(C)C.[Cl:42][C:43]1[CH:44]=[C:45]([NH:50][C:51](=[O:59])OC2C=CC=CC=2)[CH:46]=[CH:47][C:48]=1[F:49]. Product: [Cl:42][C:43]1[CH:44]=[C:45]([NH:50][C:51]([N:15]2[CH:16]([CH3:18])[CH2:17][N:12]3[N:11]=[CH:10][C:9]([N:3]4[CH2:4][C:5](=[O:8])[NH:6][CH2:7][C:2]4=[O:1])=[C:13]3[CH2:14]2)=[O:59])[CH:46]=[CH:47][C:48]=1[F:49]. The catalyst class is: 2. (8) Product: [Br:16][CH2:14][C:13]([C:3]1[CH:4]=[CH:5][C:6]([O:8][CH2:9][CH2:10][CH2:11][Cl:12])=[CH:7][C:2]=1[F:1])=[O:15]. Reactant: [F:1][C:2]1[CH:7]=[C:6]([O:8][CH2:9][CH2:10][CH2:11][Cl:12])[CH:5]=[CH:4][C:3]=1[C:13](=[O:15])[CH3:14].[Br:16]Br.C(=O)(O)[O-].[Na+]. The catalyst class is: 28.